This data is from Peptide-MHC class II binding affinity with 134,281 pairs from IEDB. The task is: Regression. Given a peptide amino acid sequence and an MHC pseudo amino acid sequence, predict their binding affinity value. This is MHC class II binding data. (1) The peptide sequence is RFYEWGEEVPLLTKF. The MHC is DRB1_0101 with pseudo-sequence DRB1_0101. The binding affinity (normalized) is 0.903. (2) The peptide sequence is DSEEPLQGPFNFRFL. The MHC is DRB1_0802 with pseudo-sequence DRB1_0802. The binding affinity (normalized) is 0.0886. (3) The peptide sequence is NTARLMAGAGPAPML. The MHC is DRB1_0401 with pseudo-sequence DRB1_0401. The binding affinity (normalized) is 0.200. (4) The peptide sequence is SLGKMVHQIFGSAYT. The MHC is DRB1_0404 with pseudo-sequence DRB1_0404. The binding affinity (normalized) is 0.772.